This data is from Catalyst prediction with 721,799 reactions and 888 catalyst types from USPTO. The task is: Predict which catalyst facilitates the given reaction. Product: [C:1]([O:5][C:6]([N:8]1[CH:16]([CH3:17])[C:15]2[C:14]([O:18][C:62]3[CH:52]=[C:53]4[C:59](=[CH:58][CH:61]=3)[NH:60][CH:55]=[CH:54]4)=[N:13][CH:12]=[N:11][C:10]=2[CH2:9]1)=[O:7])([CH3:4])([CH3:2])[CH3:3]. The catalyst class is: 10. Reactant: [C:1]([O:5][C:6]([N:8]1[CH:16]([CH3:17])[C:15]2[C:14](=[O:18])[NH:13][CH:12]=[N:11][C:10]=2[CH2:9]1)=[O:7])([CH3:4])([CH3:3])[CH3:2].C1CN([P+](ON2N=NC3C=CC=CC2=3)(N2CCCC2)N2CCCC2)CC1.F[P-](F)(F)(F)(F)F.[CH2:52]1[CH2:62][CH2:61][N:60]2[C:55](=NC[CH2:58][CH2:59]2)[CH2:54][CH2:53]1.OC1C=C2C(=CC=1)NC=C2.